This data is from Forward reaction prediction with 1.9M reactions from USPTO patents (1976-2016). The task is: Predict the product of the given reaction. (1) Given the reactants [O:1]1[CH:6]=[CH:5][CH2:4][CH2:3][CH2:2]1.C1(C)C=CC(S([O-])(=O)=O)=CC=1.[NH+]1C=CC=CC=1.C(Cl)(Cl)Cl.[Br:28][C:29]1[CH:34]=[CH:33][C:32]([OH:35])=[C:31]([O:36][CH3:37])[CH:30]=1, predict the reaction product. The product is: [Br:28][C:29]1[CH:34]=[CH:33][C:32]([O:35][CH:6]2[CH2:5][CH2:4][CH2:3][CH2:2][O:1]2)=[C:31]([O:36][CH3:37])[CH:30]=1. (2) The product is: [Cl:22][CH2:21][CH2:20][O:19][C:15]1[CH:14]=[C:13]([CH2:12][C:11](=[O:10])[CH2:6][C:7]#[N:8])[CH:18]=[CH:17][CH:16]=1. Given the reactants C([Li])CCC.[CH3:6][C:7]#[N:8].C[O:10][C:11](=O)[CH2:12][C:13]1[CH:18]=[CH:17][CH:16]=[C:15]([O:19][CH2:20][CH2:21][Cl:22])[CH:14]=1.CO, predict the reaction product. (3) Given the reactants [Cl:1][C:2]1[CH:3]=[C:4]([NH:9][C:10]2[C:19]3[C:14](=[CH:15][C:16]([O:28][CH3:29])=[C:17]([O:20][CH2:21][CH2:22][NH:23][CH2:24][C@@H:25]([OH:27])[CH3:26])[CH:18]=3)[N:13]=[CH:12][N:11]=2)[CH:5]=[CH:6][C:7]=1[F:8].[CH2:30](N(C(C)C)C(C)C)C.C=O.C(O[BH-](OC(=O)C)OC(=O)C)(=O)C.[Na+].C(=O)([O-])[O-].[K+].[K+], predict the reaction product. The product is: [Cl:1][C:2]1[CH:3]=[C:4]([NH:9][C:10]2[C:19]3[C:14](=[CH:15][C:16]([O:28][CH3:29])=[C:17]([O:20][CH2:21][CH2:22][N:23]([CH2:24][C@@H:25]([OH:27])[CH3:26])[CH3:30])[CH:18]=3)[N:13]=[CH:12][N:11]=2)[CH:5]=[CH:6][C:7]=1[F:8]. (4) Given the reactants Cl.[CH3:2][N:3](C)[CH2:4]CCN=C=NCC.[C:13]([NH:16][C:17]1[CH:25]=[CH:24][C:20]([C:21]([OH:23])=O)=[CH:19][CH:18]=1)(=[O:15])[CH3:14].C(N(CC)CC)C.ON1C2C=CC=CC=2N=N1.CN[C:45]1[CH:46]=[C:47]([C:51]2[CH:56]=[CH:55][C:54]([CH:57](C)[CH:58]3[S:62][C:61](=[O:63])[NH:60][C:59]3=[O:64])=[CH:53][CH:52]=2)[CH:48]=[CH:49][CH:50]=1, predict the reaction product. The product is: [C:13]([NH:16][C:17]1[CH:18]=[CH:19][C:20]([C:21]([N:3]([CH2:4][C:45]2[CH:46]=[C:47]([C:51]3[CH:52]=[CH:53][C:54]([CH2:57][CH:58]4[S:62][C:61](=[O:63])[NH:60][C:59]4=[O:64])=[CH:55][CH:56]=3)[CH:48]=[CH:49][CH:50]=2)[CH3:2])=[O:23])=[CH:24][CH:25]=1)(=[O:15])[CH3:14].